This data is from Full USPTO retrosynthesis dataset with 1.9M reactions from patents (1976-2016). The task is: Predict the reactants needed to synthesize the given product. (1) Given the product [C:1]1([S:7]([CH2:10][C:11]2[O:12][CH:20]=[N:14][N:13]=2)(=[O:8])=[O:9])[CH:2]=[CH:3][CH:4]=[CH:5][CH:6]=1, predict the reactants needed to synthesize it. The reactants are: [C:1]1([S:7]([CH2:10][C:11]([NH:13][NH2:14])=[O:12])(=[O:9])=[O:8])[CH:6]=[CH:5][CH:4]=[CH:3][CH:2]=1.P(Cl)(Cl)(Cl)=O.[CH:20](OC)(OC)OC. (2) The reactants are: [CH3:1][CH:2]1[CH2:7][CH2:6][CH2:5][CH:4]([CH2:8][CH2:9][CH2:10][CH2:11][CH2:12][CH2:13][CH2:14][CH2:15][CH2:16][CH2:17][CH2:18][CH2:19][CH2:20][CH2:21][CH3:22])[NH:3]1.CC1C=CC=C(C)N=1.BrCCCCCCCCCCCCCC. Given the product [CH3:1][C:2]1[CH:7]=[CH:6][CH:5]=[C:4]([CH2:8][CH2:9][CH2:10][CH2:11][CH2:12][CH2:13][CH2:14][CH2:15][CH2:16][CH2:17][CH2:18][CH2:19][CH2:20][CH2:21][CH3:22])[N:3]=1, predict the reactants needed to synthesize it.